Dataset: Full USPTO retrosynthesis dataset with 1.9M reactions from patents (1976-2016). Task: Predict the reactants needed to synthesize the given product. (1) Given the product [N:18]([CH2:2][CH2:3][CH2:4][CH2:5][CH2:6][CH2:7][CH2:8][CH2:9][O:10][C:11]1[CH:16]=[CH:15][C:14]([CH3:17])=[CH:13][CH:12]=1)=[N+:19]=[N-:20], predict the reactants needed to synthesize it. The reactants are: Br[CH2:2][CH2:3][CH2:4][CH2:5][CH2:6][CH2:7][CH2:8][CH2:9][O:10][C:11]1[CH:16]=[CH:15][C:14]([CH3:17])=[CH:13][CH:12]=1.[N-:18]=[N+:19]=[N-:20].[Na+].C(OCCCCCCCCCCN)CCC. (2) Given the product [C:1]([S:4][C:5]([CH3:38])([CH3:37])[CH:6]([NH:36][S:45]([C:39]1[CH:44]=[CH:43][CH:42]=[CH:41][CH:40]=1)(=[O:47])=[O:46])[C:7]([O:9][C@H:10]([C:21]1[CH:26]=[CH:25][C:24]([O:27][CH:28]([F:30])[F:29])=[C:23]([O:31][CH2:32][CH:33]2[CH2:35][CH2:34]2)[CH:22]=1)[CH2:11][C:12]1[C:13]([Cl:20])=[CH:14][N+:15]([O-:19])=[CH:16][C:17]=1[Cl:18])=[O:8])(=[O:3])[CH3:2], predict the reactants needed to synthesize it. The reactants are: [C:1]([S:4][C:5]([CH3:38])([CH3:37])[CH:6]([NH2:36])[C:7]([O:9][C@H:10]([C:21]1[CH:26]=[CH:25][C:24]([O:27][CH:28]([F:30])[F:29])=[C:23]([O:31][CH2:32][CH:33]2[CH2:35][CH2:34]2)[CH:22]=1)[CH2:11][C:12]1[C:17]([Cl:18])=[CH:16][N+:15]([O-:19])=[CH:14][C:13]=1[Cl:20])=[O:8])(=[O:3])[CH3:2].[C:39]1([S:45](Cl)(=[O:47])=[O:46])[CH:44]=[CH:43][CH:42]=[CH:41][CH:40]=1. (3) Given the product [Br:8][C:9]1[C:22]2[C:13](=[N:14][C:15]3[C:20]([C:21]=2[S:7][C:1]2[CH:6]=[CH:5][CH:4]=[CH:3][CH:2]=2)=[CH:19][CH:18]=[C:17]([O:24][CH3:25])[CH:16]=3)[CH:12]=[CH:11][C:10]=1[O:26][CH3:27], predict the reactants needed to synthesize it. The reactants are: [C:1]1([SH:7])[CH:6]=[CH:5][CH:4]=[CH:3][CH:2]=1.[Br:8][C:9]1[C:22]2[C:13](=[N:14][C:15]3[C:20]([C:21]=2Cl)=[CH:19][CH:18]=[C:17]([O:24][CH3:25])[CH:16]=3)[CH:12]=[CH:11][C:10]=1[O:26][CH3:27].[H-].[Na+]. (4) Given the product [C:13]([C:4]1[CH:5]=[C:6]([NH:9][C:10](=[O:12])[CH3:11])[CH:7]=[CH:8][C:3]=1[OH:2])(=[O:15])[CH3:14], predict the reactants needed to synthesize it. The reactants are: C[O:2][C:3]1[CH:8]=[CH:7][C:6]([NH:9][C:10](=[O:12])[CH3:11])=[CH:5][CH:4]=1.[C:13](Cl)(=[O:15])[CH3:14].[Cl-].[Cl-].[Cl-].[Al+3]. (5) The reactants are: [CH3:1][O:2][C:3](=[O:19])[CH:4]([NH:8][C:9](=[O:18])[C:10]1[C:15]([Cl:16])=[CH:14][CH:13]=[CH:12][C:11]=1[Cl:17])[CH2:5][CH:6]=[CH2:7].I[C:21]1[CH:26]=[CH:25][C:24]([N:27]([CH2:34][CH2:35][O:36][CH3:37])[C:28]2[N:33]=[CH:32][CH:31]=[CH:30][N:29]=2)=[CH:23][CH:22]=1. Given the product [CH3:1][O:2][C:3](=[O:19])[CH:4]([NH:8][C:9](=[O:18])[C:10]1[C:11]([Cl:17])=[CH:12][CH:13]=[CH:14][C:15]=1[Cl:16])[CH2:5]/[CH:6]=[CH:7]/[C:21]1[CH:22]=[CH:23][C:24]([N:27]([CH2:34][CH2:35][O:36][CH3:37])[C:28]2[N:33]=[CH:32][CH:31]=[CH:30][N:29]=2)=[CH:25][CH:26]=1, predict the reactants needed to synthesize it. (6) Given the product [CH2:38]([N:18]([CH2:13][CH2:14][CH:15]([CH3:17])[CH3:16])[C:19]([C:21]1[CH:26]=[CH:25][N:24]2[N:27]=[C:28]([C:30]3[CH:31]=[CH:32][C:33]([O:36][CH3:37])=[CH:34][CH:35]=3)[C:29](/[CH:3]=[CH:4]/[CH:5]=[O:6])=[C:23]2[N:22]=1)=[O:20])[CH2:39][CH:40]([CH3:42])[CH3:41], predict the reactants needed to synthesize it. The reactants are: CN(C)[CH:3]=[CH:4][CH:5]=[O:6].P(Cl)(Cl)(Cl)=O.[CH2:13]([N:18]([CH2:38][CH2:39][CH:40]([CH3:42])[CH3:41])[C:19]([C:21]1[CH:26]=[CH:25][N:24]2[N:27]=[C:28]([C:30]3[CH:35]=[CH:34][C:33]([O:36][CH3:37])=[CH:32][CH:31]=3)[CH:29]=[C:23]2[N:22]=1)=[O:20])[CH2:14][CH:15]([CH3:17])[CH3:16].C(N(CC)CC)C. (7) Given the product [ClH:25].[ClH:25].[C:20]([C:17]1[CH:18]=[CH:19][C:14]([NH:13][C@H:11]2[CH2:12][NH:8][C@H:9]([C:22]([N:29]3[CH2:30][CH2:31][CH2:32][C@H:28]3[C:26]#[N:27])=[O:24])[CH2:10]2)=[N:15][CH:16]=1)#[N:21], predict the reactants needed to synthesize it. The reactants are: C(OC([N:8]1[CH2:12][C@H:11]([NH:13][C:14]2[CH:19]=[CH:18][C:17]([C:20]#[N:21])=[CH:16][N:15]=2)[CH2:10][C@H:9]1[C:22]([OH:24])=O)=O)(C)(C)C.[ClH:25].[C:26]([C@@H:28]1[CH2:32][CH2:31][CH2:30][NH:29]1)#[N:27]. (8) Given the product [CH3:21][C:18]([O:17][C:15]([NH:4][C:3](=[N:5][C:15]([O:17][C:18]([CH3:21])([CH3:20])[CH3:19])=[O:16])[NH:2][C:6]1[CH:14]=[CH:13][C:9]([C:10]([OH:12])=[O:11])=[CH:8][CH:7]=1)=[O:16])([CH3:19])[CH3:20], predict the reactants needed to synthesize it. The reactants are: Cl.[NH:2]([C:6]1[CH:14]=[CH:13][C:9]([C:10]([OH:12])=[O:11])=[CH:8][CH:7]=1)[C:3]([NH2:5])=[NH:4].[C:15](O[C:15]([O:17][C:18]([CH3:21])([CH3:20])[CH3:19])=[O:16])([O:17][C:18]([CH3:21])([CH3:20])[CH3:19])=[O:16].